Dataset: Full USPTO retrosynthesis dataset with 1.9M reactions from patents (1976-2016). Task: Predict the reactants needed to synthesize the given product. (1) The reactants are: O=[C:2]1[CH:11]([CH2:12][N:13]2[CH2:18][CH2:17][C:16]3([C:26]4[C:21](=[CH:22][CH:23]=[CH:24][CH:25]=4)[CH2:20][CH2:19]3)[CH2:15][CH2:14]2)[CH2:10][C:9]2[C:4](=[CH:5][CH:6]=[CH:7][CH:8]=2)[NH:3]1.[H-].[H-].[H-].[H-].[Li+].[Al+3]. Given the product [NH:3]1[C:4]2[C:9](=[CH:8][CH:7]=[CH:6][CH:5]=2)[CH2:10][CH:11]([CH2:12][N:13]2[CH2:14][CH2:15][C:16]3([C:26]4[C:21](=[CH:22][CH:23]=[CH:24][CH:25]=4)[CH2:20][CH2:19]3)[CH2:17][CH2:18]2)[CH2:2]1, predict the reactants needed to synthesize it. (2) Given the product [Cl:10][C:8]1[CH:7]=[CH:6][C:5]([O:11][CH2:12][C:13]([N:15]2[CH2:20][C@H:19]([CH3:21])[N:18]([CH2:22][C:23]3[CH:28]=[CH:27][C:26]([F:29])=[CH:25][CH:24]=3)[CH2:17][C@H:16]2[CH3:30])=[O:14])=[C:4]([N+:32]([O-:34])=[O:33])[CH:9]=1, predict the reactants needed to synthesize it. The reactants are: COC(=O)[C:4]1[CH:9]=[C:8]([Cl:10])[CH:7]=[CH:6][C:5]=1[O:11][CH2:12][C:13]([N:15]1[CH2:20][C@H:19]([CH3:21])[N:18]([CH2:22][C:23]2[CH:28]=[CH:27][C:26]([F:29])=[CH:25][CH:24]=2)[CH2:17][C@H:16]1[CH3:30])=[O:14].[N+:32](C1C=C(Cl)C=CC=1O)([O-:34])=[O:33].C(=O)([O-])[O-].[K+].[K+].[I-].[K+]. (3) Given the product [Br:16][C:17]1[CH:26]=[CH:25][CH:24]=[C:23]2[C:18]=1[CH2:19][C@H:20]([CH2:28][O:29][Si:30]([C:33]([CH3:34])([CH3:36])[CH3:35])([CH3:32])[CH3:31])[N:21]([C:9]([O:11][C:12]([CH3:13])([CH3:14])[CH3:15])=[O:10])[C@H:22]2[CH3:27], predict the reactants needed to synthesize it. The reactants are: [C:9](O[C:9]([O:11][C:12]([CH3:15])([CH3:14])[CH3:13])=[O:10])([O:11][C:12]([CH3:15])([CH3:14])[CH3:13])=[O:10].[Br:16][C:17]1[CH:26]=[CH:25][CH:24]=[C:23]2[C:18]=1[CH2:19][C@H:20]([CH2:28][O:29][Si:30]([C:33]([CH3:36])([CH3:35])[CH3:34])([CH3:32])[CH3:31])[NH:21][C@H:22]2[CH3:27]. (4) The reactants are: [F:1][C:2]([F:21])([F:20])[C:3]1[CH:8]=[C:7]([C:9]([F:12])([F:11])[F:10])[CH:6]=[CH:5][C:4]=1[C:13]1[N:14]=[N:15][C:16]([CH3:19])=[CH:17][CH:18]=1.[Cl:22]N1C(=O)N(Cl)C(=O)N(Cl)C1=O. Given the product [F:21][C:2]([F:1])([F:20])[C:3]1[CH:8]=[C:7]([C:9]([F:12])([F:10])[F:11])[CH:6]=[CH:5][C:4]=1[C:13]1[N:14]=[N:15][C:16]([CH2:19][Cl:22])=[CH:17][CH:18]=1, predict the reactants needed to synthesize it. (5) Given the product [NH2:11][C:8]1[CH:9]=[CH:10][C:5]([C:4]([NH2:14])=[O:3])=[CH:6][C:7]=1[Cl:12], predict the reactants needed to synthesize it. The reactants are: C([O:3][C:4](=O)[C:5]1[CH:10]=[CH:9][C:8]([NH2:11])=[C:7]([Cl:12])[CH:6]=1)C.[NH4+:14].[OH-]. (6) Given the product [Br:33][CH2:34][C:35]([NH:1][C:2]1[CH:7]=[CH:6][C:5]([S:8]([N:11]([C:13]2[CH:32]=[CH:31][C:16]3[N:17]([CH2:24][CH:25]4[CH2:26][CH2:27][O:28][CH2:29][CH2:30]4)[C:18]([C:20]([CH3:23])([CH3:21])[CH3:22])=[N:19][C:15]=3[CH:14]=2)[CH3:12])(=[O:10])=[O:9])=[CH:4][CH:3]=1)=[O:36], predict the reactants needed to synthesize it. The reactants are: [NH2:1][C:2]1[CH:7]=[CH:6][C:5]([S:8]([N:11]([C:13]2[CH:32]=[CH:31][C:16]3[N:17]([CH2:24][CH:25]4[CH2:30][CH2:29][O:28][CH2:27][CH2:26]4)[C:18]([C:20]([CH3:23])([CH3:22])[CH3:21])=[N:19][C:15]=3[CH:14]=2)[CH3:12])(=[O:10])=[O:9])=[CH:4][CH:3]=1.[Br:33][CH2:34][C:35](Cl)=[O:36].